From a dataset of Reaction yield outcomes from USPTO patents with 853,638 reactions. Predict the reaction yield, written as a fraction of the theoretical maximum amount of product (1.0 means a 100% yield; for example, 0.34 means a 34% yield). (1) The reactants are [CH3:1][N:2]([CH3:19])[C:3](=[O:18])[C@H:4]([O:6][C:7]1[CH:16]=[CH:15][CH:14]=[C:13]2[C:8]=1[C:9](=O)[NH:10][CH:11]=[N:12]2)[CH3:5].[NH2:20][C:21]1[CH:22]=[C:23]2[C:27](=[CH:28][CH:29]=1)[N:26]([CH2:30][C:31]1[CH:38]=[CH:37][CH:36]=[CH:35][C:32]=1[C:33]#[N:34])[CH:25]=[CH:24]2. No catalyst specified. The product is [C:33]([C:32]1[CH:35]=[CH:36][CH:37]=[CH:38][C:31]=1[CH2:30][N:26]1[C:27]2[C:23](=[CH:22][C:21]([NH:20][C:9]3[C:8]4[C:13](=[CH:14][CH:15]=[CH:16][C:7]=4[O:6][C@H:4]([CH3:5])[C:3]([N:2]([CH3:19])[CH3:1])=[O:18])[N:12]=[CH:11][N:10]=3)=[CH:29][CH:28]=2)[CH:24]=[CH:25]1)#[N:34]. The yield is 0.590. (2) The reactants are [F:1][C:2]1[CH:26]=[C:25]([F:27])[CH:24]=[CH:23][C:3]=1[CH2:4][C@H:5]([CH2:21][CH3:22])[C:6](N1[C@H](C)[C@H](C2C=CC=CC=2)OC1=O)=[O:7].C1COCC1.[BH4-].[Na+]. The catalyst is O. The product is [F:1][C:2]1[CH:26]=[C:25]([F:27])[CH:24]=[CH:23][C:3]=1[CH2:4][C@H:5]([CH2:21][CH3:22])[CH2:6][OH:7]. The yield is 0.460.